Dataset: Reaction yield outcomes from USPTO patents with 853,638 reactions. Task: Predict the reaction yield, written as a fraction of the theoretical maximum amount of product (1.0 means a 100% yield; for example, 0.34 means a 34% yield). The reactants are Cl.[Cl:2][C:3]1[CH:8]=[CH:7][C:6]([CH:9]([NH:15][C:16]([C:18]2([NH:33]C(=O)OC(C)(C)C)[CH2:23][CH2:22][N:21]([C:24]3[C:25]4[CH:32]=[CH:31][NH:30][C:26]=4[N:27]=[CH:28][N:29]=3)[CH2:20][CH2:19]2)=[O:17])[CH2:10][CH2:11][N:12]([CH3:14])[CH3:13])=[CH:5][CH:4]=1. The catalyst is C(Cl)Cl.CO. The product is [NH2:33][C:18]1([C:16]([NH:15][CH:9]([C:6]2[CH:7]=[CH:8][C:3]([Cl:2])=[CH:4][CH:5]=2)[CH2:10][CH2:11][N:12]([CH3:13])[CH3:14])=[O:17])[CH2:19][CH2:20][N:21]([C:24]2[C:25]3[CH:32]=[CH:31][NH:30][C:26]=3[N:27]=[CH:28][N:29]=2)[CH2:22][CH2:23]1. The yield is 0.920.